From a dataset of Catalyst prediction with 721,799 reactions and 888 catalyst types from USPTO. Predict which catalyst facilitates the given reaction. (1) Reactant: [F:1][C:2]1([F:38])[CH2:10][C@:9]2([C:11](=O)[C:12]#[C:13][Si](C)(C)C)[C@@H:5]([C@@H:6]([CH3:20])[O:7][C:8]2=[O:19])[C@@H:4](/[CH:21]=[CH:22]/[C:23]2[N:28]=[CH:27][C:26]([C:29]3[C:30]([C:35]#[N:36])=[N:31][CH:32]=[CH:33][CH:34]=3)=[CH:25][CH:24]=2)[C@@H:3]1[CH3:37].[NH2:39][NH2:40]. Product: [F:38][C:2]1([F:1])[CH2:10][C@:9]2([C:11]3[CH:12]=[CH:13][NH:40][N:39]=3)[C@@H:5]([C@@H:6]([CH3:20])[O:7][C:8]2=[O:19])[C@@H:4](/[CH:21]=[CH:22]/[C:23]2[N:28]=[CH:27][C:26]([C:29]3[C:30]([C:35]#[N:36])=[N:31][CH:32]=[CH:33][CH:34]=3)=[CH:25][CH:24]=2)[C@@H:3]1[CH3:37]. The catalyst class is: 8. (2) Reactant: C([BH3-])#N.[Na+].[CH2:5]([C:8]1[NH:9][C:10]2[C:15]([CH:16]=1)=[CH:14][CH:13]=[CH:12][CH:11]=2)[CH2:6][CH3:7]. Product: [CH2:5]([CH:8]1[CH2:16][C:15]2[C:10](=[CH:11][CH:12]=[CH:13][CH:14]=2)[NH:9]1)[CH2:6][CH3:7]. The catalyst class is: 15. (3) Reactant: [F:1][CH:2]([F:17])[CH2:3][NH:4][CH2:5][C:6]1[NH:7][C:8](=[O:16])[C:9]2[CH2:15][O:14][CH2:13][CH2:12][C:10]=2[N:11]=1.[F:18][C:19]1[CH:36]=[CH:35][C:22]([C:23]([CH:25]2[CH2:30][CH2:29][N:28]([CH2:31][C:32](O)=[O:33])[CH2:27][CH2:26]2)=[O:24])=[CH:21][CH:20]=1.CC#N.O. Product: [F:17][CH:2]([F:1])[CH2:3][N:4]([CH2:5][C:6]1[NH:7][C:8](=[O:16])[C:9]2[CH2:15][O:14][CH2:13][CH2:12][C:10]=2[N:11]=1)[C:32](=[O:33])[CH2:31][N:28]1[CH2:29][CH2:30][CH:25]([C:23](=[O:24])[C:22]2[CH:21]=[CH:20][C:19]([F:18])=[CH:36][CH:35]=2)[CH2:26][CH2:27]1. The catalyst class is: 106.